Dataset: Forward reaction prediction with 1.9M reactions from USPTO patents (1976-2016). Task: Predict the product of the given reaction. (1) Given the reactants [CH3:1][CH2:2]OCC.[CH3:6][C:7]1[CH:8]=[N:9][NH:10][CH:11]=1.[Li]CCCC.C(O[B:21]1[O:25][C:24]([CH3:27])([CH3:26])[C:23]([CH3:29])([CH3:28])[O:22]1)(C)C, predict the reaction product. The product is: [CH2:1]([N:9]1[C:8]([B:21]2[O:25][C:24]([CH3:27])([CH3:26])[C:23]([CH3:29])([CH3:28])[O:22]2)=[C:7]([CH3:6])[CH:11]=[N:10]1)[CH3:2]. (2) The product is: [CH:1]1([N:7]([CH:8]2[CH2:9][CH2:10][NH:11][CH2:12][CH2:13]2)[C:21]([N:23]([CH2:26][CH3:27])[CH2:24][CH3:25])=[O:22])[CH2:2][CH2:3][CH2:4][CH2:5][CH2:6]1. Given the reactants [CH:1]1([N:7]([C:21]([N:23]([CH2:26][CH3:27])[CH2:24][CH3:25])=[O:22])[CH:8]2[CH2:13][CH2:12][N:11](C(OC(C)(C)C)=O)[CH2:10][CH2:9]2)[CH2:6][CH2:5][CH2:4][CH2:3][CH2:2]1.C(NC(=O)NCC)C, predict the reaction product. (3) Given the reactants [C:1]1([CH3:11])[CH:6]=[CH:5][C:4]([S:7](Cl)(=[O:9])=[O:8])=[CH:3][CH:2]=1.[OH:12][CH:13]([CH2:36][OH:37])[CH2:14][CH:15]([C:27]1[CH:32]=[C:31]([F:33])[C:30]([F:34])=[C:29]([F:35])[CH:28]=1)[C:16]([NH:18][NH:19][C:20]([O:22][C:23]([CH3:26])([CH3:25])[CH3:24])=[O:21])=[O:17], predict the reaction product. The product is: [C:1]1([CH3:11])[CH:6]=[CH:5][C:4]([S:7]([O:37][CH2:36][CH:13]([OH:12])[CH2:14][CH:15]([C:27]2[CH:32]=[C:31]([F:33])[C:30]([F:34])=[C:29]([F:35])[CH:28]=2)[C:16]([NH:18][NH:19][C:20]([O:22][C:23]([CH3:26])([CH3:25])[CH3:24])=[O:21])=[O:17])(=[O:9])=[O:8])=[CH:3][CH:2]=1. (4) Given the reactants Cl.[C:2]([O:6][C:7](=[O:11])[C@H:8]([CH3:10])[NH2:9])([CH3:5])([CH3:4])[CH3:3].C(N(C(C)C)CC)(C)C.[C:21]1(=O)[O:26][C:24](=[O:25])[C:23]2=[CH:27][CH:28]=[CH:29][CH:30]=[C:22]12, predict the reaction product. The product is: [C:2]([O:6][C:7](=[O:11])[C@@H:8]([N:9]1[C:24](=[O:25])[C:23]2[C:22](=[CH:30][CH:29]=[CH:28][CH:27]=2)[C:21]1=[O:26])[CH3:10])([CH3:5])([CH3:4])[CH3:3]. (5) Given the reactants [CH:1]([Mg]Br)=[CH2:2].[Cl:5][C:6]1[C:11]([N+:12]([O-])=O)=[CH:10][CH:9]=[CH:8][N:7]=1, predict the reaction product. The product is: [Cl:5][C:6]1[N:7]=[CH:8][CH:9]=[C:10]2[CH:2]=[CH:1][NH:12][C:11]=12. (6) Given the reactants [NH2:1][C:2]1[C:10]([Cl:11])=[CH:9][CH:8]=[CH:7][C:3]=1[C:4]([OH:6])=[O:5].[C:12](OC(=O)C)(=O)[CH3:13], predict the reaction product. The product is: [Cl:11][C:10]1[C:2]2[N:1]=[C:12]([CH3:13])[O:5][C:4](=[O:6])[C:3]=2[CH:7]=[CH:8][CH:9]=1. (7) Given the reactants C([O:4][C@H:5]1[C@@H:9]([O:10]C(=O)C)[C@H:8]([N:14]2[CH:22]=[N:21][C:20]3[C:15]2=[N:16][C:17]([CH2:38][NH:39][C:40]([NH:42][CH2:43][CH2:44][N:45]2[CH2:50][CH2:49][CH2:48][CH2:47][CH2:46]2)=[O:41])=[N:18][C:19]=3[NH:23][CH2:24][CH:25]([C:32]2[CH:37]=[CH:36][CH:35]=[CH:34][CH:33]=2)[C:26]2[CH:31]=[CH:30][CH:29]=[CH:28][CH:27]=2)[O:7][C@@H:6]1[CH2:51][O:52]C(=O)C)(=O)C.N, predict the reaction product. The product is: [NH3:14].[OH:10][C@@H:9]1[C@H:5]([OH:4])[C@@H:6]([CH2:51][OH:52])[O:7][C@H:8]1[N:14]1[CH:22]=[N:21][C:20]2[C:15]1=[N:16][C:17]([CH2:38][NH:39][C:40]([NH:42][CH2:43][CH2:44][N:45]1[CH2:50][CH2:49][CH2:48][CH2:47][CH2:46]1)=[O:41])=[N:18][C:19]=2[NH:23][CH2:24][CH:25]([C:32]1[CH:37]=[CH:36][CH:35]=[CH:34][CH:33]=1)[C:26]1[CH:27]=[CH:28][CH:29]=[CH:30][CH:31]=1. (8) Given the reactants [Cl:1][C:2]1[CH:3]=[CH:4][C:5]([F:14])=[C:6]([C:8]#[C:9][Si](C)(C)C)[CH:7]=1.C(=O)([O-])[O-].[K+].[K+], predict the reaction product. The product is: [Cl:1][C:2]1[CH:3]=[CH:4][C:5]([F:14])=[C:6]([C:8]#[CH:9])[CH:7]=1. (9) Given the reactants [Br:1][C:2]1[CH:11]=[C:10]2[C:5]([C:6]([NH:12][C:13]3[CH:24]=[CH:23][C:22]([F:25])=[CH:21][C:14]=3[O:15][C@H:16]([CH3:20])[C:17](O)=[O:18])=[N:7][CH:8]=[N:9]2)=[C:4]([F:26])[CH:3]=1.CCN(C(C)C)C(C)C.[F:36][C:37]([F:41])([F:40])[CH2:38][NH2:39].CN(C(ON1N=NC2C=CC=NC1=2)=[N+](C)C)C.F[P-](F)(F)(F)(F)F, predict the reaction product. The product is: [Br:1][C:2]1[CH:11]=[C:10]2[C:5]([C:6]([NH:12][C:13]3[CH:24]=[CH:23][C:22]([F:25])=[CH:21][C:14]=3[O:15][C@H:16]([CH3:20])[C:17]([NH:39][CH2:38][C:37]([F:41])([F:40])[F:36])=[O:18])=[N:7][CH:8]=[N:9]2)=[C:4]([F:26])[CH:3]=1.